The task is: Binary Classification. Given a T-cell receptor sequence (or CDR3 region) and an epitope sequence, predict whether binding occurs between them.. This data is from TCR-epitope binding with 47,182 pairs between 192 epitopes and 23,139 TCRs. (1) The epitope is LLSAGIFGA. Result: 0 (the TCR does not bind to the epitope). The TCR CDR3 sequence is CASSGVGGLASNEQFF. (2) The TCR CDR3 sequence is CASSQVMTASSYNEQFF. The epitope is MPASWVMRI. Result: 1 (the TCR binds to the epitope). (3) The epitope is ELAGIGILTV. Result: 0 (the TCR does not bind to the epitope). The TCR CDR3 sequence is CSYAAGVNEQFF. (4) The epitope is AMFWSVPTV. The TCR CDR3 sequence is CASSYPGYGLNTEAFF. Result: 1 (the TCR binds to the epitope). (5) The epitope is NLNESLIDL. The TCR CDR3 sequence is CASSFGGGSSSYEQYF. Result: 1 (the TCR binds to the epitope). (6) The epitope is QASQEVKNW. The TCR CDR3 sequence is CASSYWGLLGYTF. Result: 0 (the TCR does not bind to the epitope).